This data is from Catalyst prediction with 721,799 reactions and 888 catalyst types from USPTO. The task is: Predict which catalyst facilitates the given reaction. (1) Reactant: [CH3:1][O:2][C:3](=[O:54])[C@@H:4]([NH:19][C:20]([C@@H:22]1[CH2:35][C:34]2[CH:33]=[C:32]3[C:27]([O:28][C@@H:29]([C:38]4[CH:43]=[CH:42][C:41]([OH:44])=[CH:40][CH:39]=4)[C:30](=[O:37])[N:31]3[CH3:36])=[CH:26][C:25]=2[CH2:24][N:23]1[C@H:45]([C:48]1[CH:53]=[CH:52][CH:51]=[CH:50][CH:49]=1)[CH2:46][CH3:47])=[O:21])[CH2:5][C:6]1[CH:11]=[CH:10][C:9]([C:12]2[CH:17]=[CH:16][C:15]([Cl:18])=[CH:14][CH:13]=2)=[CH:8][CH:7]=1.[Cl:55][C:56]1[CH:57]=[C:58]([CH:61]=[CH:62][C:63]=1[Cl:64])[CH2:59]Br.C(=O)([O-])[O-].[K+].[K+].C(=O)([O-])[O-].[Na+].[Na+]. Product: [CH3:1][O:2][C:3](=[O:54])[C@@H:4]([NH:19][C:20]([C@@H:22]1[CH2:35][C:34]2[CH:33]=[C:32]3[C:27]([O:28][C@@H:29]([C:38]4[CH:39]=[CH:40][C:41]([O:44][CH2:59][C:58]5[CH:61]=[CH:62][C:63]([Cl:64])=[C:56]([Cl:55])[CH:57]=5)=[CH:42][CH:43]=4)[C:30](=[O:37])[N:31]3[CH3:36])=[CH:26][C:25]=2[CH2:24][N:23]1[C@H:45]([C:48]1[CH:49]=[CH:50][CH:51]=[CH:52][CH:53]=1)[CH2:46][CH3:47])=[O:21])[CH2:5][C:6]1[CH:11]=[CH:10][C:9]([C:12]2[CH:13]=[CH:14][C:15]([Cl:18])=[CH:16][CH:17]=2)=[CH:8][CH:7]=1. The catalyst class is: 3. (2) Reactant: [F:1][C:2]1[C:7]([OH:8])=[CH:6][CH:5]=[C:4]([F:9])[C:3]=1[CH:10]([O:14][CH2:15][CH3:16])[C:11]([OH:13])=O.Cl.[NH2:18][CH2:19][C:20]1[CH:27]=[CH:26][C:23]([C:24]#[N:25])=[CH:22][CH:21]=1.ON1C2C=CC=CC=2N=N1.C(Cl)CCl. Product: [C:19]([C:20]1[CH:27]=[CH:26][C:23]([CH2:24][NH:25][C:11](=[O:13])[CH:10]([C:3]2[C:4]([F:9])=[CH:5][CH:6]=[C:7]([OH:8])[C:2]=2[F:1])[O:14][CH2:15][CH3:16])=[CH:22][CH:21]=1)#[N:18]. The catalyst class is: 338. (3) Reactant: [F:1][C:2]([F:45])([F:44])[C:3]1[CH:4]=[C:5]([CH:37]=[C:38]([C:40]([F:43])([F:42])[F:41])[CH:39]=1)[CH2:6][N:7]([CH2:15][C:16]1[CH:21]=[C:20]([C:22]([F:25])([F:24])[F:23])[CH:19]=[CH:18][C:17]=1[C:26]1[CH:31]=[C:30]([CH:32]([CH3:34])[CH3:33])[CH:29]=[CH:28][C:27]=1[O:35][CH3:36])[C:8]1[N:13]=[CH:12][C:11]([OH:14])=[CH:10][N:9]=1.[CH3:46][S:47][CH2:48][CH2:49]O.C1(P(C2C=CC=CC=2)C2C=CC=CC=2)C=CC=CC=1.N(C(OCC)=O)=NC(OCC)=O.C1(C)C=CC=CC=1.N(C(OC(C)C)=O)=NC(OC(C)C)=O. Product: [F:43][C:40]([F:41])([F:42])[C:38]1[CH:37]=[C:5]([CH:4]=[C:3]([C:2]([F:1])([F:44])[F:45])[CH:39]=1)[CH2:6][N:7]([CH2:15][C:16]1[CH:21]=[C:20]([C:22]([F:25])([F:24])[F:23])[CH:19]=[CH:18][C:17]=1[C:26]1[CH:31]=[C:30]([CH:32]([CH3:34])[CH3:33])[CH:29]=[CH:28][C:27]=1[O:35][CH3:36])[C:8]1[N:9]=[CH:10][C:11]([O:14][CH2:49][CH2:48][S:47][CH3:46])=[CH:12][N:13]=1. The catalyst class is: 334. (4) Reactant: Br[C:2]1[CH:3]=[CH:4][C:5]([CH3:23])=[C:6]([CH:22]=1)[C:7]([NH:9][C:10]1[C:19]([CH3:20])=[CH:18][C:13]([C:14]([O:16][CH3:17])=[O:15])=[CH:12][C:11]=1[CH3:21])=[O:8].[C:24]([Si:28]([CH3:38])([CH3:37])[O:29][CH2:30][CH:31]1[CH2:36][CH2:35][CH2:34][NH:33][CH2:32]1)([CH3:27])([CH3:26])[CH3:25].C([O-])([O-])=O.[Cs+].[Cs+].COC1C=CC=C(OC)C=1C1C=CC=CC=1P(C1CCCCC1)C1CCCCC1. Product: [Si:28]([O:29][CH2:30][CH:31]1[CH2:36][CH2:35][CH2:34][N:33]([C:2]2[CH:3]=[CH:4][C:5]([CH3:23])=[C:6]([CH:22]=2)[C:7]([NH:9][C:10]2[C:19]([CH3:20])=[CH:18][C:13]([C:14]([O:16][CH3:17])=[O:15])=[CH:12][C:11]=2[CH3:21])=[O:8])[CH2:32]1)([C:24]([CH3:27])([CH3:26])[CH3:25])([CH3:38])[CH3:37]. The catalyst class is: 62. (5) Reactant: [NH:1]1[CH:5]=[C:4]([S:6](Cl)(=[O:8])=[O:7])[N:3]=[CH:2]1.C[C:11]1[CH:16]=[CH:15][C:14]([NH:17][C:18]([NH:20][C:21]2[CH:26]=[CH:25][CH:24]=[CH:23][CH:22]=2)=[O:19])=[C:13](N)[CH:12]=1.[N:28]1C=CC=C[CH:29]=1. Product: [CH3:29][N:28]([C:11]1[CH:12]=[CH:13][C:14]([NH:17][C:18]([NH:20][C:21]2[CH:22]=[CH:23][CH:24]=[CH:25][CH:26]=2)=[O:19])=[CH:15][CH:16]=1)[S:6]([C:4]1[N:3]=[CH:2][NH:1][CH:5]=1)(=[O:8])=[O:7]. The catalyst class is: 2. (6) Reactant: [F:1][C:2]1[CH:3]=[CH:4][C:5]([CH2:28][CH2:29][C:30]2[CH:35]=[CH:34][C:33]([O:36][CH2:37][CH2:38][CH2:39][N:40]3[CH:44]=[C:43]([O:45][CH3:46])[CH:42]=[N:41]3)=[CH:32][C:31]=2[CH3:47])=[C:6]([C:8]2[N:13]=[C:12]([N:14]3[C:18]([C:19]([F:22])([F:21])[F:20])=[C:17]([C:23]([O:25]CC)=[O:24])[CH:16]=[N:15]3)[CH:11]=[CH:10][CH:9]=2)[CH:7]=1.[OH-].[Na+]. Product: [F:1][C:2]1[CH:3]=[CH:4][C:5]([CH2:28][CH2:29][C:30]2[CH:35]=[CH:34][C:33]([O:36][CH2:37][CH2:38][CH2:39][N:40]3[CH:44]=[C:43]([O:45][CH3:46])[CH:42]=[N:41]3)=[CH:32][C:31]=2[CH3:47])=[C:6]([C:8]2[N:13]=[C:12]([N:14]3[C:18]([C:19]([F:22])([F:20])[F:21])=[C:17]([C:23]([OH:25])=[O:24])[CH:16]=[N:15]3)[CH:11]=[CH:10][CH:9]=2)[CH:7]=1. The catalyst class is: 40. (7) Reactant: [F:1][C:2]1[CH:27]=[CH:26][C:5]([CH2:6][N:7]2[C:18](=[O:19])[C:16]3[N:17]4[C:12](=[C:13]([C:23](O)=[O:24])[C:14](=[O:22])[C:15]=3[O:20][CH3:21])[CH2:11][CH2:10][CH:9]4[CH2:8]2)=[CH:4][CH:3]=1.[CH3:28][N:29](C(ON1N=NC2C=CC=NC1=2)=[N+](C)C)C.F[P-](F)(F)(F)(F)F.CCOC(C)=O.O. Product: [F:1][C:2]1[CH:27]=[CH:26][C:5]([CH2:6][N:7]2[C:18](=[O:19])[C:16]3[N:17]4[C:12](=[C:13]([C:23]([NH:29][CH3:28])=[O:24])[C:14](=[O:22])[C:15]=3[O:20][CH3:21])[CH2:11][CH2:10][CH:9]4[CH2:8]2)=[CH:4][CH:3]=1. The catalyst class is: 3. (8) Reactant: [CH3:1][O:2][C:3]1[CH:4]=[C:5]2[C:8](=[CH:9][C:10]=1[O:11][CH3:12])[C@@H:7]([CH2:13][N:14]([CH3:35])[C:15](=N)[CH2:16][CH2:17][N:18]1[C:24](=[O:25])[CH2:23][C:22]3[CH:26]=[C:27]([O:32][CH3:33])[C:28]([O:30][CH3:31])=[CH:29][C:21]=3[CH2:20][CH2:19]1)[CH2:6]2.[BH4-].[BH4-].[BH4-].[BH4-].[Na+].[Na+].[Na+].[Na+].[OH-].[Na+].ClCCl. Product: [CH3:1][O:2][C:3]1[CH:4]=[C:5]2[C:8](=[CH:9][C:10]=1[O:11][CH3:12])[C@@H:7]([CH2:13][N:14]([CH3:35])[CH2:15][CH2:16][CH2:17][N:18]1[C:24](=[O:25])[CH2:23][C:22]3[CH:26]=[C:27]([O:32][CH3:33])[C:28]([O:30][CH3:31])=[CH:29][C:21]=3[CH2:20][CH2:19]1)[CH2:6]2. The catalyst class is: 5.